Dataset: Full USPTO retrosynthesis dataset with 1.9M reactions from patents (1976-2016). Task: Predict the reactants needed to synthesize the given product. (1) Given the product [ClH:1].[ClH:1].[N:2]12[CH2:11][CH:6]3[CH2:7][CH:8]([CH2:10][CH:4]([C@H:5]3[NH:12][C:23]([C:21]3[N:22]=[C:18]([C:14]4[S:13][CH:17]=[CH:16][CH:15]=4)[S:19][CH:20]=3)=[O:24])[CH2:3]1)[CH2:9]2, predict the reactants needed to synthesize it. The reactants are: [ClH:1].[N:2]12[CH2:11][CH:6]3[CH2:7][CH:8]([CH2:10][CH:4]([C@H:5]3[NH2:12])[CH2:3]1)[CH2:9]2.[S:13]1[CH:17]=[CH:16][CH:15]=[C:14]1[C:18]1[S:19][CH:20]=[C:21]([C:23](O)=[O:24])[N:22]=1.N. (2) Given the product [C:9]([C:12]1[CH:20]=[CH:19][C:15]([C:16]([NH:6][CH2:5][CH2:4][C:3]([F:8])([F:7])[F:2])=[O:17])=[CH:14][CH:13]=1)(=[O:11])[CH3:10], predict the reactants needed to synthesize it. The reactants are: Cl.[F:2][C:3]([F:8])([F:7])[CH2:4][CH2:5][NH2:6].[C:9]([C:12]1[CH:20]=[CH:19][C:15]([C:16](O)=[O:17])=[CH:14][CH:13]=1)(=[O:11])[CH3:10].CN(C(ON1N=NC2C=CC=CC1=2)=[N+](C)C)C.F[P-](F)(F)(F)(F)F.C1C=CC2N(O)N=NC=2C=1.CCN(C(C)C)C(C)C.